The task is: Predict the reactants needed to synthesize the given product.. This data is from Full USPTO retrosynthesis dataset with 1.9M reactions from patents (1976-2016). Given the product [ClH:17].[CH2:3]([N:10]([CH2:18][C:19]1([N:22]([CH3:24])[CH3:23])[CH2:20][CH2:21]1)[C:11]1[CH:12]=[N:13][C:14]([Cl:17])=[CH:15][CH:16]=1)[C:4]1[CH:5]=[CH:6][CH:7]=[CH:8][CH:9]=1, predict the reactants needed to synthesize it. The reactants are: Cl.Cl.[CH2:3]([N:10]([CH2:18][C:19]1([NH:22][CH3:23])[CH2:21][CH2:20]1)[C:11]1[CH:12]=[N:13][C:14]([Cl:17])=[CH:15][CH:16]=1)[C:4]1[CH:9]=[CH:8][CH:7]=[CH:6][CH:5]=1.[CH2:24]=O.Cl.